From a dataset of Full USPTO retrosynthesis dataset with 1.9M reactions from patents (1976-2016). Predict the reactants needed to synthesize the given product. (1) Given the product [Cl:20][C:13]1[C:14]([F:19])=[CH:15][CH:16]=[C:17]([Cl:18])[C:12]=1[CH:10]([O:9][C:4]1[C:5]([NH2:8])=[N:6][CH:7]=[C:2]([C:22]2[C:31]3[C:26](=[CH:27][CH:28]=[CH:29][CH:30]=3)[C:25]([P:36]([CH3:37])([CH3:35])=[O:38])=[CH:24][CH:23]=2)[CH:3]=1)[CH3:11], predict the reactants needed to synthesize it. The reactants are: Br[C:2]1[CH:3]=[C:4]([O:9][CH:10]([C:12]2[C:17]([Cl:18])=[CH:16][CH:15]=[C:14]([F:19])[C:13]=2[Cl:20])[CH3:11])[C:5]([NH2:8])=[N:6][CH:7]=1.Br[C:22]1[C:31]2[C:26](=[CH:27][CH:28]=[CH:29][CH:30]=2)[C:25](B(O)O)=[CH:24][CH:23]=1.[CH3:35][PH:36](=[O:38])[CH3:37]. (2) Given the product [C:1]([C:5]1[CH:6]=[C:7]([NH:17][C:18](=[O:48])[NH:19][CH2:20][C:21]2[CH:47]=[CH:46][CH:45]=[CH:44][C:22]=2[CH2:23][O:24][C:25]2[CH:30]=[C:29]([CH3:31])[N:28]([C:32]3[CH:33]=[C:34]([CH:38]=[CH:39][C:40]=3[CH3:41])[C:35]([NH:52][CH2:51][CH2:49][OH:50])=[O:36])[C:27](=[O:42])[C:26]=2[Cl:43])[N:8]([C:10]2[CH:11]=[CH:12][C:13]([OH:16])=[CH:14][CH:15]=2)[N:9]=1)([CH3:4])([CH3:2])[CH3:3], predict the reactants needed to synthesize it. The reactants are: [C:1]([C:5]1[CH:6]=[C:7]([NH:17][C:18](=[O:48])[NH:19][CH2:20][C:21]2[CH:47]=[CH:46][CH:45]=[CH:44][C:22]=2[CH2:23][O:24][C:25]2[CH:30]=[C:29]([CH3:31])[N:28]([C:32]3[CH:33]=[C:34]([CH:38]=[CH:39][C:40]=3[CH3:41])[C:35](O)=[O:36])[C:27](=[O:42])[C:26]=2[Cl:43])[N:8]([C:10]2[CH:15]=[CH:14][C:13]([OH:16])=[CH:12][CH:11]=2)[N:9]=1)([CH3:4])([CH3:3])[CH3:2].[CH2:49]([CH2:51][NH2:52])[OH:50].CCN=C=NCCCN(C)C. (3) Given the product [ClH:47].[O:18]([C:25]1[CH:32]=[CH:31][CH:30]=[CH:29][C:26]=1[CH2:27][N:14]1[CH2:13][CH2:12][C:11]2([N:7]([C:1]3[CH:2]=[CH:3][CH:4]=[CH:5][CH:6]=3)[CH2:8][NH:9][C:10]2=[O:17])[CH2:16][CH2:15]1)[C:19]1[CH:20]=[CH:21][CH:22]=[CH:23][CH:24]=1, predict the reactants needed to synthesize it. The reactants are: [C:1]1([N:7]2[C:11]3([CH2:16][CH2:15][NH:14][CH2:13][CH2:12]3)[C:10](=[O:17])[NH:9][CH2:8]2)[CH:6]=[CH:5][CH:4]=[CH:3][CH:2]=1.[O:18]([C:25]1[CH:32]=[CH:31][CH:30]=[CH:29][C:26]=1[CH:27]=O)[C:19]1[CH:24]=[CH:23][CH:22]=[CH:21][CH:20]=1.C(O[BH-](OC(=O)C)OC(=O)C)(=O)C.[Na+].[Cl:47]CCCl. (4) The reactants are: [F:1][C:2]1[CH:7]=[CH:6][C:5]([F:8])=[CH:4][C:3]=1[C:9]1[N:13]=[C:12]([C@H:14]([N:19]([CH2:27][C@H:28]2[C@@H:32]([F:33])[CH2:31][N:30](C(OCC3C=CC=CC=3)=O)[CH2:29]2)[C:20]([C@@H:22]2[CH2:26][CH2:25][CH2:24][O:23]2)=[O:21])[C:15]([CH3:18])([CH3:17])[CH3:16])[N:11]([CH2:44][C:45]2[CH:50]=[CH:49][CH:48]=[C:47]([F:51])[CH:46]=2)[N:10]=1. Given the product [F:1][C:2]1[CH:7]=[CH:6][C:5]([F:8])=[CH:4][C:3]=1[C:9]1[N:13]=[C:12]([C@H:14]([N:19]([CH2:27][C@H:28]2[C@@H:32]([F:33])[CH2:31][NH:30][CH2:29]2)[C:20]([C@@H:22]2[CH2:26][CH2:25][CH2:24][O:23]2)=[O:21])[C:15]([CH3:16])([CH3:18])[CH3:17])[N:11]([CH2:44][C:45]2[CH:50]=[CH:49][CH:48]=[C:47]([F:51])[CH:46]=2)[N:10]=1, predict the reactants needed to synthesize it. (5) Given the product [CH3:4][C:2]([C:5]1[C:10]([C:11]2[CH:16]=[C:15]([O:17][CH3:18])[CH:14]=[CH:13][C:12]=2[F:19])=[CH:9][C:8]([CH2:20][O:21][C:22]2[CH:23]=[CH:24][C:25]([C@@H:28](/[CH:34]=[CH:35]\[CH3:36])[CH2:29][C:30]([OH:32])=[O:31])=[CH:26][CH:27]=2)=[CH:7][CH:6]=1)([CH3:1])[CH3:3], predict the reactants needed to synthesize it. The reactants are: [CH3:1][C:2]([C:5]1[C:10]([C:11]2[CH:16]=[C:15]([O:17][CH3:18])[CH:14]=[CH:13][C:12]=2[F:19])=[CH:9][C:8]([CH2:20][O:21][C:22]2[CH:27]=[CH:26][C:25]([C@@H:28](/[CH:34]=[CH:35]\[CH3:36])[CH2:29][C:30]([O:32]C)=[O:31])=[CH:24][CH:23]=2)=[CH:7][CH:6]=1)([CH3:4])[CH3:3].C1COCC1.CCO.[OH-].[Na+]. (6) Given the product [C:1]([C:5]1[CH:10]=[CH:9][C:8]([CH:25]=[CH:26][C:58]([NH:32][CH2:33][C:34]2[CH:39]=[C:38]([CH:40]=[CH2:41])[C:37]([NH:42][S:43]([CH3:46])(=[O:45])=[O:44])=[C:36]([F:47])[CH:35]=2)=[O:59])=[C:7]([O:16][CH2:17][CH2:18][N:19]2[CH2:20][CH2:21][CH2:22][CH2:23][CH2:24]2)[CH:6]=1)([CH3:4])([CH3:3])[CH3:2], predict the reactants needed to synthesize it. The reactants are: [C:1]([C:5]1[CH:10]=[CH:9][C:8](C(=C)C(O)=O)=[C:7]([O:16][CH2:17][CH2:18][N:19]2[CH2:24][CH2:23][CH2:22][CH2:21][CH2:20]2)[CH:6]=1)([CH3:4])([CH3:3])[CH3:2].[CH2:25](P(CC)C#N)[CH3:26].[NH2:32][CH2:33][C:34]1[CH:39]=[C:38]([CH:40]=[CH2:41])[C:37]([NH:42][S:43]([CH3:46])(=[O:45])=[O:44])=[C:36]([F:47])[CH:35]=1.C(N(CC)CC)C.CN([CH:58]=[O:59])C. (7) Given the product [Cl:1][C:2]1[CH:3]=[C:4]([N:29]2[CH2:34][CH2:33][O:32][CH2:31][CH2:30]2)[CH:5]=[C:6]([Cl:20])[C:7]=1[CH2:8][N:9]1[CH2:13][CH2:12][C:11]2([CH2:18][CH2:17][CH2:16][CH2:15][CH2:14]2)[C:10]1=[O:19], predict the reactants needed to synthesize it. The reactants are: [Cl:1][C:2]1[CH:3]=[C:4](OS(C(F)(F)F)(=O)=O)[CH:5]=[C:6]([Cl:20])[C:7]=1[CH2:8][N:9]1[CH2:13][CH2:12][C:11]2([CH2:18][CH2:17][CH2:16][CH2:15][CH2:14]2)[C:10]1=[O:19].[NH:29]1[CH2:34][CH2:33][O:32][CH2:31][CH2:30]1.[Li+].[OH-]. (8) Given the product [C:1]([N:4]1[C@H:8]([C@H:9]([OH:12])[CH2:10][OH:11])[C@@H:7]([OH:13])[CH2:6][NH:5]1)(=[O:3])[CH3:2], predict the reactants needed to synthesize it. The reactants are: [C:1]([N:4]1[C@H:8]([C@H:9]([OH:12])[CH2:10][OH:11])[C@H:7]([OH:13])[CH:6]=[N:5]1)(=[O:3])[CH3:2]. (9) Given the product [OH:9][C:10]1[C:11]([CH3:45])=[C:12]2[C:17](=[C:18]([CH3:21])[C:19]=1[CH3:20])[O:16][C:15]([CH2:23][O:24][C:25]1[CH:26]=[CH:27][C:28]([NH:31][C:32]([C:34]3[CH:39]=[C:38]([N+:40]([O-:42])=[O:41])[CH:37]=[CH:36][C:35]=3[Cl:43])=[O:33])=[CH:29][CH:30]=1)([CH3:22])[CH2:14][C:13]2=[O:44], predict the reactants needed to synthesize it. The reactants are: C[O-].[Na+].CO.C([O:9][C:10]1[C:11]([CH3:45])=[C:12]2[C:17](=[C:18]([CH3:21])[C:19]=1[CH3:20])[O:16][C:15]([CH2:23][O:24][C:25]1[CH:30]=[CH:29][C:28]([NH:31][C:32]([C:34]3[CH:39]=[C:38]([N+:40]([O-:42])=[O:41])[CH:37]=[CH:36][C:35]=3[Cl:43])=[O:33])=[CH:27][CH:26]=1)([CH3:22])[CH2:14][C:13]2=[O:44])(=O)C.C(O)(=O)C.